This data is from Forward reaction prediction with 1.9M reactions from USPTO patents (1976-2016). The task is: Predict the product of the given reaction. (1) Given the reactants [Br:1][C:2]1[CH:3]=[C:4](B(O)O)[CH:5]=[N:6][CH:7]=1.Cl.N[C@@H]1CC[CH2:16][CH2:15][C@H:14]1[OH:19].C[Si]([N-][Si](C)(C)C)(C)C.[Na+].C1COCC1.IC1COC1, predict the reaction product. The product is: [Br:1][C:2]1[CH:7]=[N:6][CH:5]=[C:4]([CH:15]2[CH2:14][O:19][CH2:16]2)[CH:3]=1. (2) Given the reactants [CH:1]1[C:2]([CH2:10][C@@H:11]([NH2:28])[CH2:12][C:13]([N:15]2[CH2:27][C:19]3=[N:20][N:21]=[C:22]([C:23]([F:26])([F:25])[F:24])[N:18]3[CH2:17][CH2:16]2)=[O:14])=[C:3]([F:9])[CH:4]=[C:5]([F:8])[C:6]=1[F:7].[P:29](=[O:33])([OH:32])([OH:31])[OH:30], predict the reaction product. The product is: [CH2:16]1[N:15]([C:13]([CH2:12][C@H:11]([NH2:28])[CH2:10][C:2]2[C:3]([F:9])=[CH:4][C:5]([F:8])=[C:6]([F:7])[CH:1]=2)=[O:14])[CH2:27][C:19]2=[N:20][N:21]=[C:22]([C:23]([F:24])([F:26])[F:25])[N:18]2[CH2:17]1.[OH2:30].[OH:31][P:29]([OH:33])([OH:32])=[O:30]. (3) The product is: [NH2:36][C:33]1([C:31]([N:18]2[CH2:17][CH:16]([C:13]3[CH:14]=[CH:15][C:10]([CH2:8][CH3:9])=[CH:11][CH:12]=3)[CH2:21][CH:20]([C:22]([NH:23][C:24]3[CH:29]=[CH:28][CH:27]=[CH:26][CH:25]=3)=[O:30])[CH2:19]2)=[O:32])[CH2:34][CH2:35]1. Given the reactants FC(F)(F)C(O)=O.[CH2:8]([C:10]1[CH:15]=[CH:14][C:13]([CH:16]2[CH2:21][CH:20]([C:22](=[O:30])[NH:23][C:24]3[CH:29]=[CH:28][CH:27]=[CH:26][CH:25]=3)[CH2:19][N:18]([C:31]([C:33]3([NH:36]C(=O)OC(C)(C)C)[CH2:35][CH2:34]3)=[O:32])[CH2:17]2)=[CH:12][CH:11]=1)[CH3:9], predict the reaction product. (4) Given the reactants [NH2:1][C:2]1[CH:42]=[CH:41][C:5]([C:6]([NH:8][C@H:9]2[CH2:14][CH2:13][CH2:12][C@@H:11]([NH:15][C:16]3[N:21]=[C:20]([C:22]4[C:30]5[C:25](=[CH:26][CH:27]=[CH:28][CH:29]=5)[N:24](S(C5C=CC=CC=5)(=O)=O)[CH:23]=4)[C:19]([Cl:40])=[CH:18][N:17]=3)[CH2:10]2)=[O:7])=[CH:4][C:3]=1[F:43].[OH-].[Na+], predict the reaction product. The product is: [NH2:1][C:2]1[CH:42]=[CH:41][C:5]([C:6]([NH:8][C@H:9]2[CH2:14][CH2:13][CH2:12][C@@H:11]([NH:15][C:16]3[N:21]=[C:20]([C:22]4[C:30]5[C:25](=[CH:26][CH:27]=[CH:28][CH:29]=5)[NH:24][CH:23]=4)[C:19]([Cl:40])=[CH:18][N:17]=3)[CH2:10]2)=[O:7])=[CH:4][C:3]=1[F:43]. (5) Given the reactants F[C:2]1[CH:7]=[CH:6][C:5]([N:8]([CH3:17])[C:9](=[O:16])[C:10]2[CH:15]=[CH:14][CH:13]=[CH:12][CH:11]=2)=[CH:4][C:3]=1[N+:18]([O-])=O.[NH2:21][CH2:22][CH2:23][C:24]([NH2:26])=[O:25].C[CH2:28][N:29](C(C)C)C(C)C.O, predict the reaction product. The product is: [NH2:29][C:28]1[N:21]([CH2:22][CH2:23][C:24](=[O:25])[NH2:26])[C:2]2[CH:7]=[CH:6][C:5]([N:8]([CH3:17])[C:9](=[O:16])[C:10]3[CH:15]=[CH:14][CH:13]=[CH:12][CH:11]=3)=[CH:4][C:3]=2[N:18]=1. (6) Given the reactants C([O:3][C:4](=[O:34])[C@@H:5]([O:31][CH2:32][CH3:33])[CH2:6][C:7]1[CH:12]=[CH:11][C:10]([O:13][CH2:14]/[CH:15]=[C:16](/[C:18]2[CH:23]=[CH:22][C:21]([C:24]3[CH:29]=[CH:28][C:27]([Br:30])=[CH:26][CH:25]=3)=[CH:20][CH:19]=2)\[CH3:17])=[CH:9][CH:8]=1)C.[OH-].[Na+], predict the reaction product. The product is: [Br:30][C:27]1[CH:26]=[CH:25][C:24]([C:21]2[CH:20]=[CH:19][C:18](/[C:16](/[CH3:17])=[CH:15]/[CH2:14][O:13][C:10]3[CH:11]=[CH:12][C:7]([CH2:6][C@H:5]([O:31][CH2:32][CH3:33])[C:4]([OH:34])=[O:3])=[CH:8][CH:9]=3)=[CH:23][CH:22]=2)=[CH:29][CH:28]=1. (7) Given the reactants [C:1]1([S:7]([CH3:9])=O)[CH:6]=[CH:5][CH:4]=[CH:3][CH:2]=1.[CH3:10][C:11]1[CH:16]=[CH:15][C:14]([CH3:17])=[C:13]([CH3:18])[C:12]=1[CH3:19].[F:20][C:21]([F:34])([F:33])[S:22]([O:25]S(C(F)(F)F)(=O)=O)(=[O:24])=[O:23], predict the reaction product. The product is: [O-:25][S:22]([C:21]([F:34])([F:33])[F:20])(=[O:24])=[O:23].[CH3:9][S+:7]([C:16]1[CH:15]=[C:14]([CH3:17])[C:13]([CH3:18])=[C:12]([CH3:19])[C:11]=1[CH3:10])[C:1]1[CH:6]=[CH:5][CH:4]=[CH:3][CH:2]=1.